Dataset: Full USPTO retrosynthesis dataset with 1.9M reactions from patents (1976-2016). Task: Predict the reactants needed to synthesize the given product. (1) The reactants are: [OH-].[Na+].[C:3]1([CH2:9][SH:10])[CH:8]=[CH:7][CH:6]=[CH:5][CH:4]=1.[Cl:11][CH2:12][CH2:13][N:14]([CH2:38][CH2:39][Cl:40])[P:15]([N:31]([CH2:35][CH2:36][Cl:37])[CH2:32][CH2:33][Cl:34])(=[O:30])[O:16][CH2:17][CH2:18]OS(C1C=CC(Br)=CC=1)(=O)=O.C1(C)C=CC=CC=1. Given the product [Cl:37][CH2:36][CH2:35][N:31]([P:15]([N:14]([CH2:13][CH2:12][Cl:11])[CH2:38][CH2:39][Cl:40])([O:16][CH2:17][CH2:18][S:10][CH2:9][C:3]1[CH:8]=[CH:7][CH:6]=[CH:5][CH:4]=1)=[O:30])[CH2:32][CH2:33][Cl:34], predict the reactants needed to synthesize it. (2) The reactants are: Cl[C:2]1[N:3]=[C:4]([N:23]2[CH2:28][CH2:27][O:26][CH2:25][CH2:24]2)[C:5]2[CH:10]=[C:9]([CH2:11][N:12]3[CH2:17][CH2:16][CH:15]([C:18]([N:20]([CH3:22])[CH3:21])=[O:19])[CH2:14][CH2:13]3)[S:8][C:6]=2[N:7]=1.[N:29]1[CH:34]=[C:33](B(O)O)[CH:32]=[N:31][CH:30]=1. Given the product [CH3:21][N:20]([CH3:22])[C:18]([CH:15]1[CH2:16][CH2:17][N:12]([CH2:11][C:9]2[S:8][C:6]3[N:7]=[C:2]([C:33]4[CH:34]=[N:29][CH:30]=[N:31][CH:32]=4)[N:3]=[C:4]([N:23]4[CH2:28][CH2:27][O:26][CH2:25][CH2:24]4)[C:5]=3[CH:10]=2)[CH2:13][CH2:14]1)=[O:19], predict the reactants needed to synthesize it. (3) Given the product [Cl:12][C:13]1[CH:18]=[CH:17][C:16]([S:19]([CH:21]([C:32]2[CH:37]=[C:36]([F:38])[CH:35]=[CH:34][C:33]=2[F:39])[C:22]2[C:23]([CH3:31])=[CH:24][C:25]([C:28]([NH2:30])=[O:29])=[N:26][CH:27]=2)(=[O:9])=[O:20])=[CH:15][CH:14]=1, predict the reactants needed to synthesize it. The reactants are: ClC1C=CC=C(C(OO)=[O:9])C=1.[Cl:12][C:13]1[CH:18]=[CH:17][C:16]([S:19]([CH:21]([C:32]2[CH:37]=[C:36]([F:38])[CH:35]=[CH:34][C:33]=2[F:39])[C:22]2[C:23]([CH3:31])=[CH:24][C:25]([C:28]([NH2:30])=[O:29])=[N:26][CH:27]=2)=[O:20])=[CH:15][CH:14]=1. (4) Given the product [N:14]1([C:13]2[C:8]3[N:7]=[N:6][N:5]([CH2:4][CH:3]=[O:2])[C:9]=3[N:10]=[C:11]([C:20]3[CH:25]=[CH:24][C:23]([NH:26][C:27]([NH:29][C:30]4[CH:35]=[CH:34][N:33]=[CH:32][CH:31]=4)=[O:28])=[CH:22][CH:21]=3)[N:12]=2)[CH2:15][CH2:16][O:17][CH2:18][CH2:19]1, predict the reactants needed to synthesize it. The reactants are: C[O:2][CH:3](OC)[CH2:4][N:5]1[C:9]2[N:10]=[C:11]([C:20]3[CH:25]=[CH:24][C:23]([NH:26][C:27]([NH:29][C:30]4[CH:35]=[CH:34][N:33]=[CH:32][CH:31]=4)=[O:28])=[CH:22][CH:21]=3)[N:12]=[C:13]([N:14]3[CH2:19][CH2:18][O:17][CH2:16][CH2:15]3)[C:8]=2[N:7]=[N:6]1. (5) Given the product [C:6]1([C:16]2[CH:17]=[N:18][C:19]3[C:24]([CH:25]=2)=[CH:23][CH:22]=[CH:21][CH:20]=3)[C:15]2[C:10](=[CH:11][CH:12]=[CH:13][CH:14]=2)[CH:9]=[CH:8][CH:7]=1, predict the reactants needed to synthesize it. The reactants are: Cl([O-])(=O)(=O)=O.[C:6]1([C:16]2[CH:17]=[NH+:18][C:19]3[C:24]([CH:25]=2)=[CH:23][CH:22]=[CH:21][CH:20]=3)[C:15]2[C:10](=[CH:11][CH:12]=[CH:13][CH:14]=2)[CH:9]=[CH:8][CH:7]=1. (6) The reactants are: Cl[C:2]([O:4][C:5]1[CH:10]=[CH:9][C:8]([O:11][C:12]2[CH:17]=[CH:16][C:15]([C:18]([F:21])([F:20])[F:19])=[CH:14][N:13]=2)=[CH:7][CH:6]=1)=[O:3].[NH2:22][CH2:23][CH:24]1[CH2:29][CH2:28][NH:27][CH2:26][CH2:25]1. Given the product [F:19][C:18]([F:21])([F:20])[C:15]1[CH:16]=[CH:17][C:12]([O:11][C:8]2[CH:9]=[CH:10][C:5]([O:4][C:2]([N:27]3[CH2:28][CH2:29][CH:24]([CH2:23][NH2:22])[CH2:25][CH2:26]3)=[O:3])=[CH:6][CH:7]=2)=[N:13][CH:14]=1, predict the reactants needed to synthesize it. (7) Given the product [Cl:57][C:58]1[CH:63]=[CH:62][CH:61]=[CH:60][C:59]=1[NH:64][C:65](=[O:66])[NH:32][C:35]1[CH:40]=[CH:39][C:38]([C:41]2[CH:45]=[CH:44][N:43]([CH:46]3[CH2:51][CH2:50][CH:49]([C:52]([O:54][CH2:55][CH3:56])=[O:53])[CH2:48][CH2:47]3)[N:42]=2)=[CH:37][CH:36]=1, predict the reactants needed to synthesize it. The reactants are: FC(F)(F)C1C=C(NC(=O)NC2C=CC(C3SC(CCC(OC)=O)=NC=3)=CC=2)C=CC=1.[N+:32]([C:35]1[CH:40]=[CH:39][C:38]([C:41]2[CH:45]=[CH:44][N:43]([CH:46]3[CH2:51][CH2:50][CH:49]([C:52]([O:54][CH2:55][CH3:56])=[O:53])[CH2:48][CH2:47]3)[N:42]=2)=[CH:37][CH:36]=1)([O-])=O.[Cl:57][C:58]1[CH:63]=[CH:62][CH:61]=[CH:60][C:59]=1[N:64]=[C:65]=[O:66]. (8) Given the product [Br:11][C:12]1[CH:17]=[CH:16][C:15]([S:18]([N:2]([CH3:3])[CH3:1])(=[O:20])=[O:19])=[CH:14][CH:13]=1, predict the reactants needed to synthesize it. The reactants are: [CH3:1][NH:2][CH3:3].C(N(CC)CC)C.[Br:11][C:12]1[CH:17]=[CH:16][C:15]([S:18](Cl)(=[O:20])=[O:19])=[CH:14][CH:13]=1. (9) Given the product [CH3:1][O:2][C:3]([C:5]1[C:9]2[N:10]=[CH:11][N:12]([CH2:35][C:36]([C:38]3[CH:43]=[CH:42][CH:41]=[C:40]([O:44][CH3:45])[CH:39]=3)=[O:37])[C:13](=[O:14])[C:8]=2[N:7]([CH2:15][CH:16]=[C:17]([CH3:19])[CH3:18])[C:6]=1[N:20]1[CH2:25][CH2:24][CH2:23][C@@H:22]([NH:26][C:27]([O:29][C:30]([CH3:33])([CH3:32])[CH3:31])=[O:28])[CH2:21]1)=[O:4], predict the reactants needed to synthesize it. The reactants are: [CH3:1][O:2][C:3]([C:5]1[C:9]2[N:10]=[CH:11][NH:12][C:13](=[O:14])[C:8]=2[N:7]([CH2:15][CH:16]=[C:17]([CH3:19])[CH3:18])[C:6]=1[N:20]1[CH2:25][CH2:24][CH2:23][C@@H:22]([NH:26][C:27]([O:29][C:30]([CH3:33])([CH3:32])[CH3:31])=[O:28])[CH2:21]1)=[O:4].Br[CH2:35][C:36]([C:38]1[CH:43]=[CH:42][CH:41]=[C:40]([O:44][CH3:45])[CH:39]=1)=[O:37].C(=O)([O-])[O-].[K+].[K+]. (10) Given the product [CH2:15]([OH:18])[CH3:14].[CH3:4][CH2:13][CH2:8][CH2:9][CH2:10][CH2:11][CH3:12], predict the reactants needed to synthesize it. The reactants are: Cl.N([C:4]1[C:13]2[C:8](=[CH:9][CH:10]=[CH:11][CH:12]=2)C=NN=1)N.[CH3:14][C:15](=[O:18])CC.